This data is from Reaction yield outcomes from USPTO patents with 853,638 reactions. The task is: Predict the reaction yield, written as a fraction of the theoretical maximum amount of product (1.0 means a 100% yield; for example, 0.34 means a 34% yield). The reactants are [Br:1]/[CH:2]=[C:3]1\[CH2:4][CH2:5][CH2:6][C@@:7]2([CH3:16])[C@H:11]\1[CH2:10][CH2:9][C@@H:8]2[C@H:12](C)[CH:13]=O.N1C=CC=CC=1C1C=CC=CN=1.C1N2CCN(CC2)C1.[O:37]=O.Cl. The catalyst is CN(C)C=O.C([O-])(=O)C.[Cu+2].C([O-])(=O)C. The product is [Br:1]/[CH:2]=[C:3]1\[CH2:4][CH2:5][CH2:6][C@@:7]2([CH3:16])[C@H:11]\1[CH2:10][CH2:9][C@@H:8]2[C:12](=[O:37])[CH3:13]. The yield is 0.588.